From a dataset of Reaction yield outcomes from USPTO patents with 853,638 reactions. Predict the reaction yield, written as a fraction of the theoretical maximum amount of product (1.0 means a 100% yield; for example, 0.34 means a 34% yield). (1) The reactants are [CH2:1]([N:8]1[C:13](=[O:14])[CH:12]=[C:11]([NH:15][CH3:16])[N:10]=[CH:9]1)[C:2]1[CH:7]=[CH:6][CH:5]=[CH:4][CH:3]=1.[CH3:17][CH:18]([C:24]([O:26]CC)=O)[C:19]([O:21]CC)=O.C1(OC2C=CC=CC=2)C=CC=CC=1. The catalyst is C(OCC)C. The product is [CH2:1]([N:8]1[C:13](=[O:14])[C:12]2[C:24]([OH:26])=[C:18]([CH3:17])[C:19](=[O:21])[N:15]([CH3:16])[C:11]=2[N:10]=[CH:9]1)[C:2]1[CH:3]=[CH:4][CH:5]=[CH:6][CH:7]=1. The yield is 0.760. (2) The reactants are [CH2:1]([N:8]1[C:16]2[C:11](=[CH:12][C:13]([N+:17]([O-])=O)=[CH:14][CH:15]=2)[CH:10]=[N:9]1)[C:2]1[CH:7]=[CH:6][CH:5]=[CH:4][CH:3]=1.[H][H]. The catalyst is [Pt].C(O)C. The product is [NH2:17][C:13]1[CH:12]=[C:11]2[C:16](=[CH:15][CH:14]=1)[N:8]([CH2:1][C:2]1[CH:3]=[CH:4][CH:5]=[CH:6][CH:7]=1)[N:9]=[CH:10]2. The yield is 0.590. (3) The reactants are [Br:1][C:2]1[CH:3]=[C:4]([C:9]([C:13]2[CH:18]=[CH:17][CH:16]=[CH:15][CH:14]=2)=[CH:10]OC)[C:5]([NH2:8])=[N:6][CH:7]=1.Cl(O)(=O)(=O)=O.C(N(CC)CC)C. The catalyst is O1CCOCC1. The product is [Br:1][C:2]1[CH:3]=[C:4]2[C:9]([C:13]3[CH:18]=[CH:17][CH:16]=[CH:15][CH:14]=3)=[CH:10][NH:8][C:5]2=[N:6][CH:7]=1. The yield is 0.780. (4) The reactants are [C:1]([C:3]1[CH:11]=[CH:10][C:6]([C:7](Cl)=[O:8])=[CH:5][CH:4]=1)#[N:2].[CH3:12][NH:13][CH2:14][CH:15]1[CH2:20][CH2:19][N:18]([CH3:21])[CH2:17][CH2:16]1.C(N(CC)C(C)C)(C)C. The yield is 0.650. The product is [C:1]([C:3]1[CH:11]=[CH:10][C:6]([C:7]([N:13]([CH3:12])[CH2:14][CH:15]2[CH2:20][CH2:19][N:18]([CH3:21])[CH2:17][CH2:16]2)=[O:8])=[CH:5][CH:4]=1)#[N:2]. The catalyst is C(Cl)Cl. (5) The reactants are [OH:1][C:2]1[CH:3]=[C:4]([CH:7]=[CH:8][C:9]=1[O:10][CH3:11])[CH:5]=[O:6].[C:12]([O:16][C:17]([N:19]1[CH2:23][CH2:22][CH2:21][C@H:20]1[C:24](O)=[O:25])=[O:18])([CH3:15])([CH3:14])[CH3:13]. The catalyst is CN(C=O)C.CN(C1C=CN=CC=1)C.C([O-])([O-])=O.[K+].[K+]. The product is [N:19]1([C:17]([O:16][C:12]([CH3:15])([CH3:14])[CH3:13])=[O:18])[CH2:23][CH2:22][CH2:21][C@H:20]1[C:24]([O:1][C:2]1[CH:3]=[C:4]([CH:5]=[O:6])[CH:7]=[CH:8][C:9]=1[O:10][CH3:11])=[O:25]. The yield is 0.870. (6) The reactants are [CH3:1][O:2][C:3](=[O:36])[CH:4]([NH:28][C:29]([O:31][C:32]([CH3:35])([CH3:34])[CH3:33])=[O:30])[CH2:5][O:6][C:7]1[CH:12]=[CH:11][C:10]([CH2:13][CH2:14][CH2:15][CH2:16][NH:17]C(OCC2C=CC=CC=2)=O)=[CH:9][CH:8]=1. The catalyst is CO.[Pd]. The product is [CH3:1][O:2][C:3](=[O:36])[CH:4]([NH:28][C:29]([O:31][C:32]([CH3:34])([CH3:33])[CH3:35])=[O:30])[CH2:5][O:6][C:7]1[CH:8]=[CH:9][C:10]([CH2:13][CH2:14][CH2:15][CH2:16][NH2:17])=[CH:11][CH:12]=1. The yield is 0.980. (7) The reactants are Br[C:2]1[C:3]([NH:21][C:22]2[CH:26]=[C:25]([CH:27]3[CH2:29][CH2:28]3)[NH:24][N:23]=2)=[N:4][C:5]([C:8]2[S:12][C:11]([S:13]([NH:16][C:17]([CH3:20])([CH3:19])[CH3:18])(=[O:15])=[O:14])=[CH:10][CH:9]=2)=[N:6][CH:7]=1.[CH2:30]([Sn](CCCC)(CCCC)/C=C\C)[CH2:31][CH2:32]C. The catalyst is [N+](CCCC)(CCCC)(CCCC)CCCC.[Br-].Cl[Pd](Cl)([P](C1C=CC=CC=1)(C1C=CC=CC=1)C1C=CC=CC=1)[P](C1C=CC=CC=1)(C1C=CC=CC=1)C1C=CC=CC=1. The product is [C:17]([NH:16][S:13]([C:11]1[S:12][C:8]([C:5]2[N:4]=[C:3]([NH:21][C:22]3[CH:26]=[C:25]([CH:27]4[CH2:29][CH2:28]4)[NH:24][N:23]=3)[C:2](/[CH:30]=[CH:31]\[CH3:32])=[CH:7][N:6]=2)=[CH:9][CH:10]=1)(=[O:15])=[O:14])([CH3:20])([CH3:19])[CH3:18]. The yield is 0.821.